This data is from Full USPTO retrosynthesis dataset with 1.9M reactions from patents (1976-2016). The task is: Predict the reactants needed to synthesize the given product. (1) Given the product [ClH:9].[ClH:9].[CH3:29][O:28][C:26]1[CH:25]=[CH:24][C:23]2[N:19]([C:12]3[N:11]=[C:10]([NH:1][C@H:2]4[CH2:7][CH2:6][C@H:5]([NH2:8])[CH2:4][CH2:3]4)[N:18]=[C:17]4[C:13]=3[N:14]=[CH:15][NH:16]4)[CH:20]=[N:21][C:22]=2[CH:27]=1, predict the reactants needed to synthesize it. The reactants are: [NH2:1][C@H:2]1[CH2:7][CH2:6][C@H:5]([NH2:8])[CH2:4][CH2:3]1.[Cl:9][C:10]1[N:18]=[C:17]2[C:13]([N:14]=[CH:15][NH:16]2)=[C:12]([N:19]2[C:23]3[CH:24]=[CH:25][C:26]([O:28][CH3:29])=[CH:27][C:22]=3[N:21]=[CH:20]2)[N:11]=1. (2) The reactants are: Br[CH2:2][C:3](=O)[C:4]([O:6][CH2:7][CH3:8])=[O:5].[NH2:10][C:11]([NH2:13])=[O:12]. Given the product [CH2:7]([O:6][C:4]([C:3]1[N:10]=[C:11]([NH2:13])[O:12][CH:2]=1)=[O:5])[CH3:8], predict the reactants needed to synthesize it. (3) Given the product [CH2:1]([O:8][C:9]1[CH:18]=[CH:17][CH:16]=[C:15]2[C:10]=1[CH2:11][CH2:12][CH2:13][CH:14]2[C:19]([N:31]([CH2:30][C:29]1[C:24]([O:23][CH3:22])=[N:25][C:26]([O:41][CH3:42])=[CH:27][CH:28]=1)[C:32]1[CH:37]=[CH:36][C:35]([CH:38]([CH3:40])[CH3:39])=[CH:34][CH:33]=1)=[O:21])[C:2]1[CH:3]=[CH:4][CH:5]=[CH:6][CH:7]=1, predict the reactants needed to synthesize it. The reactants are: [CH2:1]([O:8][C:9]1[CH:18]=[CH:17][CH:16]=[C:15]2[C:10]=1[CH2:11][CH2:12][CH2:13][CH:14]2[C:19]([OH:21])=O)[C:2]1[CH:7]=[CH:6][CH:5]=[CH:4][CH:3]=1.[CH3:22][O:23][C:24]1[C:29]([CH2:30][NH:31][C:32]2[CH:37]=[CH:36][C:35]([CH:38]([CH3:40])[CH3:39])=[CH:34][CH:33]=2)=[CH:28][CH:27]=[C:26]([O:41][CH3:42])[N:25]=1. (4) Given the product [Cl:32][C:33]1[CH:34]=[CH:35][C:36]([O:42][CH2:43][CH2:44][O:45][CH3:46])=[C:37]([CH:41]=1)[C:38]([NH:1][CH:2]1[C:8](=[O:9])[NH:7][C:6]2[CH:19]=[CH:20][CH:21]=[CH:22][C:5]=2[C:4]([C:23]2[C:28]([Cl:29])=[CH:27][C:26]([Cl:30])=[CH:25][C:24]=2[Cl:31])=[N:3]1)=[O:39], predict the reactants needed to synthesize it. The reactants are: [NH2:1][CH:2]1[C:8](=[O:9])[N:7](CC2C=CC(OC)=CC=2)[C:6]2[CH:19]=[CH:20][CH:21]=[CH:22][C:5]=2[C:4]([C:23]2[C:28]([Cl:29])=[CH:27][C:26]([Cl:30])=[CH:25][C:24]=2[Cl:31])=[N:3]1.[Cl:32][C:33]1[CH:34]=[CH:35][C:36]([O:42][CH2:43][CH2:44][O:45][CH3:46])=[C:37]([CH:41]=1)[C:38](O)=[O:39]. (5) Given the product [CH3:46][O:47][C:48]1[C:53]([CH2:54][NH:55][C:12](=[O:14])[C:11]2[CH:10]=[CH:9][C:8]([O:1][C:2]3[CH:3]=[CH:4][CH:5]=[CH:6][CH:7]=3)=[CH:16][CH:15]=2)=[C:52]([C:56]([F:59])([F:57])[F:58])[CH:51]=[C:50]([CH3:60])[N:49]=1, predict the reactants needed to synthesize it. The reactants are: [O:1]([C:8]1[CH:16]=[CH:15][C:11]([C:12]([OH:14])=O)=[CH:10][CH:9]=1)[C:2]1[CH:7]=[CH:6][CH:5]=[CH:4][CH:3]=1.N1(O)C2C=CC=CC=2N=N1.Cl.C(N=C=NCCCN(C)C)C.C(N(CC)CC)C.[CH3:46][O:47][C:48]1[C:53]([CH2:54][NH2:55])=[C:52]([C:56]([F:59])([F:58])[F:57])[CH:51]=[C:50]([CH3:60])[N:49]=1. (6) Given the product [NH2:8][C:9]1[S:13][C:12]([C:14]2[C:19]([F:20])=[CH:18][CH:17]=[CH:16][C:15]=2[F:21])=[N:11][C:10]=1[C:22]([NH:24][C:25]1[CH:29]=[N:28][N:27]([CH3:30])[C:26]=1[N:31]1[CH2:32][CH2:33][CH:34]([NH2:41])[C:35]([O:39][CH3:40])([CH3:38])[CH2:36][CH2:37]1)=[O:23], predict the reactants needed to synthesize it. The reactants are: C(OC([NH:8][C:9]1[S:13][C:12]([C:14]2[C:19]([F:20])=[CH:18][CH:17]=[CH:16][C:15]=2[F:21])=[N:11][C:10]=1[C:22]([NH:24][C:25]1[CH:29]=[N:28][N:27]([CH3:30])[C:26]=1[N:31]1[CH2:37][CH2:36][C:35]([O:39][CH3:40])([CH3:38])[CH:34]([NH:41]C(=O)OC(C)(C)C)[CH2:33][CH2:32]1)=[O:23])=O)(C)(C)C.Cl.O1CCOCC1. (7) The reactants are: [CH2:1]([P:3]([CH2:6][CH3:7])[CH2:4][CH3:5])[CH3:2].[Br:8][CH2:9][CH2:10][CH2:11][CH2:12][CH2:13][CH2:14][CH2:15][CH2:16][CH2:17][CH2:18][CH2:19][CH3:20].CCCCCC. Given the product [Br-:8].[CH2:1]([P+:3]([CH2:6][CH3:7])([CH2:4][CH3:5])[CH2:9][CH2:10][CH2:11][CH2:12][CH2:13][CH2:14][CH2:15][CH2:16][CH2:17][CH2:18][CH2:19][CH3:20])[CH3:2], predict the reactants needed to synthesize it. (8) Given the product [C:5]([C:7]1[CH:8]=[CH:9][C:10]([CH2:11][C@@:12]23[CH2:19][C@H:18]([NH:20][C:21](=[O:26])[CH2:22][CH2:23][OH:24])[CH2:17][N:16]2[C:15](=[O:27])[N:14]([C:28]2[CH:29]=[C:30]([Cl:35])[CH:31]=[C:32]([Cl:34])[CH:33]=2)[C:13]3=[O:36])=[CH:37][CH:38]=1)#[N:6], predict the reactants needed to synthesize it. The reactants are: B(Br)(Br)Br.[C:5]([C:7]1[CH:38]=[CH:37][C:10]([CH2:11][C@@:12]23[CH2:19][C@H:18]([NH:20][C:21](=[O:26])[CH2:22][CH2:23][O:24]C)[CH2:17][N:16]2[C:15](=[O:27])[N:14]([C:28]2[CH:33]=[C:32]([Cl:34])[CH:31]=[C:30]([Cl:35])[CH:29]=2)[C:13]3=[O:36])=[CH:9][CH:8]=1)#[N:6].